Dataset: Full USPTO retrosynthesis dataset with 1.9M reactions from patents (1976-2016). Task: Predict the reactants needed to synthesize the given product. (1) Given the product [CH2:19]([C:13]1([NH2:18])[CH2:14][CH2:15][CH2:16][CH:9]([O:8][Si:1]([C:4]([CH3:7])([CH3:6])[CH3:5])([CH3:3])[CH3:2])[CH2:10][CH2:11][CH2:12]1)[CH:20]=[CH2:21], predict the reactants needed to synthesize it. The reactants are: [Si:1]([O:8][CH:9]1[CH2:16][CH2:15][CH2:14][C:13](=O)[CH2:12][CH2:11][CH2:10]1)([C:4]([CH3:7])([CH3:6])[CH3:5])([CH3:3])[CH3:2].[NH3:18].[CH2:19](B1OC(C)(C)C(C)(C)O1)[CH:20]=[CH2:21]. (2) The reactants are: [Cl:1][C:2]1[CH:3]=[C:4]([NH:8][CH2:9][C:10]2[C:19]3[C:14](=[C:15]([F:20])[CH:16]=[CH:17][CH:18]=3)[NH:13][C:12](=[O:21])[CH:11]=2)[CH:5]=[CH:6][CH:7]=1.[CH3:22][C:23]1[N:24]=[CH:25][S:26][C:27]=1[C:28](O)=[O:29]. Given the product [Cl:1][C:2]1[CH:3]=[C:4]([N:8]([CH2:9][C:10]2[C:19]3[C:14](=[C:15]([F:20])[CH:16]=[CH:17][CH:18]=3)[NH:13][C:12](=[O:21])[CH:11]=2)[C:28]([C:27]2[S:26][CH:25]=[N:24][C:23]=2[CH3:22])=[O:29])[CH:5]=[CH:6][CH:7]=1, predict the reactants needed to synthesize it. (3) Given the product [CH2:21]([N:20]1[CH:18]2[CH2:17][CH2:16][CH:15]1[CH2:14][CH:13]([N:9]1[C:8]3[CH:28]=[C:29]([F:30])[C:5]([C:3]([OH:4])=[O:2])=[CH:6][C:7]=3[NH:11][C:10]1=[O:12])[CH2:19]2)[C:22]1[CH:27]=[CH:26][CH:25]=[CH:24][CH:23]=1, predict the reactants needed to synthesize it. The reactants are: C[O:2][C:3]([C:5]1[C:29]([F:30])=[CH:28][C:8]2[N:9]([CH:13]3[CH2:19][CH:18]4[N:20]([CH2:21][C:22]5[CH:27]=[CH:26][CH:25]=[CH:24][CH:23]=5)[CH:15]([CH2:16][CH2:17]4)[CH2:14]3)[C:10](=[O:12])[NH:11][C:7]=2[CH:6]=1)=[O:4].O.[OH-].[Li+].O. (4) Given the product [Cl:1][C:2]1[S:3][C:4]([C:7]([NH2:12])=[O:9])=[CH:5][N:6]=1, predict the reactants needed to synthesize it. The reactants are: [Cl:1][C:2]1[S:3][C:4]([C:7]([O:9]CC)=O)=[CH:5][N:6]=1.[NH3:12].